From a dataset of Full USPTO retrosynthesis dataset with 1.9M reactions from patents (1976-2016). Predict the reactants needed to synthesize the given product. (1) Given the product [CH:1]1([C:4]2[N:5]([CH2:20][C:21]3[N:25]=[C:24]([C:26]4[CH:31]=[C:30]([F:32])[CH:29]=[C:28]([F:33])[CH:27]=4)[O:23][N:22]=3)[C:6]3[C:11]([CH:12]=2)=[C:10]([C:13]([F:14])([F:15])[F:16])[C:9]([C:17]#[N:18])=[CH:8][CH:7]=3)[CH2:2][CH2:3]1, predict the reactants needed to synthesize it. The reactants are: [CH:1]1([C:4]2[NH:5][C:6]3[C:11]([CH:12]=2)=[C:10]([C:13]([F:16])([F:15])[F:14])[C:9]([C:17]#[N:18])=[CH:8][CH:7]=3)[CH2:3][CH2:2]1.Cl[CH2:20][C:21]1[N:25]=[C:24]([C:26]2[CH:31]=[C:30]([F:32])[CH:29]=[C:28]([F:33])[CH:27]=2)[O:23][N:22]=1. (2) Given the product [Cl:1][C:2]1[CH:9]=[C:8]([C:10]([F:13])([F:12])[F:11])[CH:7]=[CH:6][C:3]=1[CH2:4][Br:34], predict the reactants needed to synthesize it. The reactants are: [Cl:1][C:2]1[CH:9]=[C:8]([C:10]([F:13])([F:12])[F:11])[CH:7]=[CH:6][C:3]=1[CH2:4]O.C1(P(C2C=CC=CC=2)C2C=CC=CC=2)C=CC=CC=1.C(Br)(Br)(Br)[Br:34]. (3) Given the product [C:12]([O:11][C:9](=[O:10])[NH:2][C:3]1[S:4][C:5]([Br:8])=[CH:6][N:7]=1)([CH3:15])([CH3:14])[CH3:13], predict the reactants needed to synthesize it. The reactants are: Br.[NH2:2][C:3]1[S:4][C:5]([Br:8])=[CH:6][N:7]=1.[C:9](O[C:9]([O:11][C:12]([CH3:15])([CH3:14])[CH3:13])=[O:10])([O:11][C:12]([CH3:15])([CH3:14])[CH3:13])=[O:10]. (4) Given the product [F:1][C:2]1[CH:10]=[C:9]2[C:5]([C:6]([CH3:24])([CH3:23])[C:7](=[O:22])[N:8]2[C:11]([NH:13][CH2:14][C:15]2([OH:21])[CH2:20][CH2:19][N:18]([CH2:25][C:27]3([C:31]([O:33][CH3:34])=[O:32])[CH2:30][CH2:29][CH2:28]3)[CH2:17][CH2:16]2)=[O:12])=[CH:4][CH:3]=1, predict the reactants needed to synthesize it. The reactants are: [F:1][C:2]1[CH:10]=[C:9]2[C:5]([C:6]([CH3:24])([CH3:23])[C:7](=[O:22])[N:8]2[C:11]([NH:13][CH2:14][C:15]2([OH:21])[CH2:20][CH2:19][NH:18][CH2:17][CH2:16]2)=[O:12])=[CH:4][CH:3]=1.[CH:25]([C:27]1([C:31]([O:33][CH3:34])=[O:32])[CH2:30][CH2:29][CH2:28]1)=O. (5) Given the product [N:21]1[CH:26]=[CH:25][CH:24]=[C:23]2[CH2:27][N:28]([C:2]3[N:7]=[CH:6][N:5]=[C:4]([NH:8][C:9]4[CH:10]=[C:11]([CH2:15][S:16]([NH2:19])(=[O:18])=[O:17])[CH:12]=[CH:13][CH:14]=4)[N:3]=3)[CH2:29][C:22]=12, predict the reactants needed to synthesize it. The reactants are: Cl[C:2]1[N:7]=[CH:6][N:5]=[C:4]([NH:8][C:9]2[CH:10]=[C:11]([CH2:15][S:16]([NH2:19])(=[O:18])=[O:17])[CH:12]=[CH:13][CH:14]=2)[N:3]=1.Cl.[N:21]1[CH:26]=[CH:25][CH:24]=[C:23]2[CH2:27][NH:28][CH2:29][C:22]=12. (6) Given the product [NH2:1][C:2]1[C:7]([C:8]2[S:9][C:10]3[CH:16]=[CH:15][C:14]([C:17]([NH:27][CH2:26][C:22]4[CH:23]=[CH:24][CH:25]=[C:20]([CH3:28])[CH:21]=4)=[O:19])=[CH:13][C:11]=3[CH:12]=2)=[CH:6][CH:5]=[CH:4][N:3]=1, predict the reactants needed to synthesize it. The reactants are: [NH2:1][C:2]1[C:7]([C:8]2[S:9][C:10]3[CH:16]=[CH:15][C:14]([C:17]([OH:19])=O)=[CH:13][C:11]=3[CH:12]=2)=[CH:6][CH:5]=[CH:4][N:3]=1.[C:20]1([CH3:28])[CH:25]=[CH:24][CH:23]=[C:22]([CH2:26][NH2:27])[CH:21]=1. (7) Given the product [Cl:22][C:14]1[N:13]=[CH:12][N:11]([C:8]2[CH:9]=[CH:10][C:5]([S:2]([CH3:1])(=[O:4])=[O:3])=[N:6][CH:7]=2)[C:15]=1[C:16]1[CH:17]=[CH:18][CH:19]=[CH:20][CH:21]=1, predict the reactants needed to synthesize it. The reactants are: [CH3:1][S:2]([C:5]1[CH:10]=[CH:9][C:8]([N:11]2[C:15]([C:16]3[CH:21]=[CH:20][CH:19]=[CH:18][CH:17]=3)=[CH:14][N:13]=[CH:12]2)=[CH:7][N:6]=1)(=[O:4])=[O:3].[Cl:22]N1C(=O)CCC1=O. (8) The reactants are: [CH3:1][CH:2]([CH3:9])[CH2:3][C:4](OCC)=O.[C:10]1([NH:16][C:17](=[S:20])[NH:18][NH2:19])[CH:15]=[CH:14][CH:13]=[CH:12][CH:11]=1.C[O-].[Na+]. Given the product [CH2:3]([C:4]1[N:16]([C:10]2[CH:11]=[CH:12][CH:13]=[CH:14][CH:15]=2)[C:17](=[S:20])[NH:18][N:19]=1)[CH:2]([CH3:1])[CH3:9], predict the reactants needed to synthesize it. (9) Given the product [F:1][C:2]([F:7])([F:6])[C:3]([OH:5])=[O:4].[O:22]=[C:14]1[CH:13]=[C:12]([O:11][CH2:10][CH2:9][NH:8][C:40]([NH2:41])=[NH:39])[C:17]2[CH:18]=[CH:19][CH:20]=[CH:21][C:16]=2[O:15]1, predict the reactants needed to synthesize it. The reactants are: [F:1][C:2]([F:7])([F:6])[C:3]([OH:5])=[O:4].[NH2:8][CH2:9][CH2:10][O:11][C:12]1[C:17]2[CH:18]=[CH:19][CH:20]=[CH:21][C:16]=2[O:15][C:14](=[O:22])[CH:13]=1.C(N(C(C)C)CC)(C)C.C(OC([NH:39][C:40](N1C=CC=N1)=[N:41]C(OC(C)(C)C)=O)=O)(C)(C)C.